From a dataset of Peptide-MHC class I binding affinity with 185,985 pairs from IEDB/IMGT. Regression. Given a peptide amino acid sequence and an MHC pseudo amino acid sequence, predict their binding affinity value. This is MHC class I binding data. (1) The peptide sequence is LPMIIGEPII. The MHC is HLA-B51:01 with pseudo-sequence HLA-B51:01. The binding affinity (normalized) is 0.434. (2) The peptide sequence is HQFTSNPEV. The binding affinity (normalized) is 0.640. The MHC is HLA-B39:01 with pseudo-sequence HLA-B39:01. (3) The peptide sequence is AIKQYGDIDL. The MHC is HLA-A02:01 with pseudo-sequence HLA-A02:01. The binding affinity (normalized) is 0.00812. (4) The peptide sequence is RVYPSQVGR. The MHC is HLA-A03:01 with pseudo-sequence HLA-A03:01. The binding affinity (normalized) is 0.592. (5) The peptide sequence is GVVREFLTR. The MHC is HLA-A03:01 with pseudo-sequence HLA-A03:01. The binding affinity (normalized) is 0.0892. (6) The peptide sequence is YIDWMVSVP. The MHC is HLA-B18:01 with pseudo-sequence HLA-B18:01. The binding affinity (normalized) is 0.0847. (7) The peptide sequence is DVRNDMISY. The MHC is HLA-A26:01 with pseudo-sequence HLA-A26:01. The binding affinity (normalized) is 0.439. (8) The peptide sequence is VRFPNITNL. The MHC is HLA-A03:01 with pseudo-sequence HLA-A03:01. The binding affinity (normalized) is 0.169.